Dataset: Full USPTO retrosynthesis dataset with 1.9M reactions from patents (1976-2016). Task: Predict the reactants needed to synthesize the given product. (1) Given the product [S:13]([CH2:14][CH:15]1[CH2:17][S:16][C:1]2([S:5][CH2:4][CH2:3][S:2]2)[S:6]1)[CH2:18][CH:19]1[CH2:21][S:20][C:1]2([S:5][CH2:4][CH2:3][S:2]2)[S:6]1, predict the reactants needed to synthesize it. The reactants are: [C:1]1(=[S:6])[S:5][CH2:4][CH2:3][S:2]1.F[B-](F)(F)F.[H+].[S:13]([CH2:18][CH:19]1[CH2:21][S:20]1)[CH2:14][CH:15]1[CH2:17][S:16]1. (2) Given the product [F:1][C:2]1[CH:7]=[CH:6][CH:5]=[CH:4][C:3]=1[O:8][C:10]1[N:11]=[C:12]([OH:20])[C:13]2[CH:19]=[CH:18][N:17]=[CH:16][C:14]=2[N:15]=1, predict the reactants needed to synthesize it. The reactants are: [F:1][C:2]1[CH:7]=[CH:6][CH:5]=[CH:4][C:3]=1[OH:8].Cl[C:10]1[N:11]=[C:12]([OH:20])[C:13]2[CH:19]=[CH:18][N:17]=[CH:16][C:14]=2[N:15]=1.